From a dataset of Reaction yield outcomes from USPTO patents with 853,638 reactions. Predict the reaction yield, written as a fraction of the theoretical maximum amount of product (1.0 means a 100% yield; for example, 0.34 means a 34% yield). (1) The yield is 0.830. The reactants are [Cl:1][C:2]1[C:7]([C:8]#[N:9])=[CH:6][C:5]([F:10])=[C:4](Cl)[N:3]=1.Cl.[CH3:13][NH:14][CH2:15][C:16]([CH3:19])([CH3:18])[CH3:17].C(N(CC)CC)C. The product is [Cl:1][C:2]1[N:3]=[C:4]([N:14]([CH2:15][C:16]([CH3:19])([CH3:18])[CH3:17])[CH3:13])[C:5]([F:10])=[CH:6][C:7]=1[C:8]#[N:9]. The catalyst is C(#N)C. (2) The product is [Br:1][C:2]1[CH:7]=[CH:6][C:5]2[C:8]3[C:13]([C:14]4([CH2:15][CH2:16][N:17]([C:28](=[O:30])[CH3:29])[CH2:18][CH2:19]4)[C:4]=2[CH:3]=1)=[CH:12][C:11]([Br:20])=[CH:10][CH:9]=3. The reactants are [Br:1][C:2]1[CH:7]=[CH:6][C:5]2[C:8]3[C:13]([C:14]4([CH2:19][CH2:18][NH:17][CH2:16][CH2:15]4)[C:4]=2[CH:3]=1)=[CH:12][C:11]([Br:20])=[CH:10][CH:9]=3.CCN(CC)CC.[C:28](Cl)(=[O:30])[CH3:29]. The yield is 0.944. The catalyst is CN(C=O)C.O. (3) The reactants are [CH:1]([C@:3]12[CH2:41][CH2:40][C@@H:39]([C:42]([CH3:44])=[CH2:43])[C@@H:4]1[C@@H:5]1[C@@:18]([CH3:21])([CH2:19][CH2:20]2)[C@@:17]2([CH3:22])[C@@H:8]([C@:9]3([CH3:38])[C@@H:14]([CH2:15][CH2:16]2)[C:13]([CH3:24])([CH3:23])[C:12]([C:25]2[CH:37]=[CH:36][C:28]([C:29]([O:31][C:32]([CH3:35])([CH3:34])[CH3:33])=[O:30])=[CH:27][CH:26]=2)=[CH:11][CH2:10]3)[CH2:7][CH2:6]1)=O.C(O)(=O)C.[NH2:49][CH2:50][CH2:51][CH2:52][N:53]1[CH2:58][CH2:57][O:56][CH2:55][CH2:54]1.C(O[BH-](OC(=O)C)OC(=O)C)(=O)C.[Na+]. The catalyst is ClCCCl. The product is [CH3:21][C@:18]12[C@@:17]3([CH3:22])[C@@H:8]([C@:9]4([CH3:38])[C@@H:14]([CH2:15][CH2:16]3)[C:13]([CH3:23])([CH3:24])[C:12]([C:25]3[CH:37]=[CH:36][C:28]([C:29]([O:31][C:32]([CH3:33])([CH3:34])[CH3:35])=[O:30])=[CH:27][CH:26]=3)=[CH:11][CH2:10]4)[CH2:7][CH2:6][C@@H:5]1[C@H:4]1[C@H:39]([C:42]([CH3:44])=[CH2:43])[CH2:40][CH2:41][C@:3]1([CH2:1][NH:49][CH2:50][CH2:51][CH2:52][N:53]1[CH2:58][CH2:57][O:56][CH2:55][CH2:54]1)[CH2:20][CH2:19]2. The yield is 0.568. (4) The reactants are C(OC(=O)[NH:7][C@H:8]([C:27]#[N:28])[CH2:9][C:10]1[CH:15]=[CH:14][C:13]([C:16]2[CH:17]=[CH:18][C:19]3[O:23][C:22](=[O:24])[N:21]([CH3:25])[C:20]=3[CH:26]=2)=[CH:12][CH:11]=1)(C)(C)C. The yield is 0.590. The product is [NH2:7][C@@H:8]([CH2:9][C:10]1[CH:11]=[CH:12][C:13]([C:16]2[CH:17]=[CH:18][C:19]3[O:23][C:22](=[O:24])[N:21]([CH3:25])[C:20]=3[CH:26]=2)=[CH:14][CH:15]=1)[C:27]#[N:28]. The catalyst is C(O)=O. (5) The reactants are [NH2:1][C:2]1[NH:6][C:5]2[CH:7]=[CH:8][C:9]([C:11]([OH:13])=O)=[CH:10][C:4]=2[N:3]=1.[NH:14]1[CH2:19][CH2:18][CH2:17][C@@H:16]2[C:20]3[CH:21]=[CH:22][CH:23]=[CH:24][C:25]=3[CH2:26][C@H:15]12.F[P-](F)(F)(F)(F)F.N1(OC(N(C)C)=[N+](C)C)C2N=CC=CC=2N=N1. No catalyst specified. The product is [NH2:1][C:2]1[NH:6][C:5]2[CH:7]=[CH:8][C:9]([C:11]([N:14]3[CH2:19][CH2:18][CH2:17][C@@H:16]4[C:20]5[CH:21]=[CH:22][CH:23]=[CH:24][C:25]=5[CH2:26][C@H:15]34)=[O:13])=[CH:10][C:4]=2[N:3]=1. The yield is 0.710. (6) The reactants are Cl.[C:2]1(=[O:13])[C:7]2([CH2:12][CH2:11][CH2:10][NH:9][CH2:8]2)[CH2:6][CH2:5][CH2:4][NH:3]1.C(N(CC)CC)C.[F:21][C:22]([F:35])([F:34])[O:23][C:24]1[CH:29]=[CH:28][C:27]([S:30](Cl)(=[O:32])=[O:31])=[CH:26][CH:25]=1. The catalyst is ClCCl. The product is [F:35][C:22]([F:21])([F:34])[O:23][C:24]1[CH:29]=[CH:28][C:27]([S:30]([N:9]2[CH2:10][CH2:11][CH2:12][C:7]3([C:2](=[O:13])[NH:3][CH2:4][CH2:5][CH2:6]3)[CH2:8]2)(=[O:32])=[O:31])=[CH:26][CH:25]=1. The yield is 0.680. (7) The reactants are ClC1C=CC(O)=CC=1C(NC1C=NC(NC2C=CC(C(N3CCN(C)CC3)=O)=CC=2)=NC=1)=O.[Cl:34][C:35]1[CH:65]=[CH:64][C:63]([O:66]C)=[CH:62][C:36]=1[C:37]([NH:39][C:40]1[CH:41]=[N:42][C:43]([NH:46][C:47]2[CH:52]=[CH:51][CH:50]=[C:49]([C:53](=[O:61])[N:54]([CH2:58][CH2:59][OH:60])[CH:55]([CH3:57])[CH3:56])[CH:48]=2)=[N:44][CH:45]=1)=[O:38].B(Br)(Br)Br. The catalyst is C(Cl)Cl. The product is [Cl:34][C:35]1[CH:65]=[CH:64][C:63]([OH:66])=[CH:62][C:36]=1[C:37]([NH:39][C:40]1[CH:45]=[N:44][C:43]([NH:46][C:47]2[CH:52]=[CH:51][CH:50]=[C:49]([C:53](=[O:61])[N:54]([CH2:58][CH2:59][OH:60])[CH:55]([CH3:56])[CH3:57])[CH:48]=2)=[N:42][CH:41]=1)=[O:38]. The yield is 0.880.